Dataset: Full USPTO retrosynthesis dataset with 1.9M reactions from patents (1976-2016). Task: Predict the reactants needed to synthesize the given product. (1) Given the product [Cl:1][C:2]1[CH:27]=[CH:26][C:5]([CH2:6][N:7]2[C:15]3[C:10](=[CH:11][C:12]([CH:16]=[C:17]4[S:21][C:20]([N:39]5[CH2:40][CH2:41][N:36]([CH2:35][CH2:34][O:33][CH3:32])[CH2:37][CH2:38]5)=[N:19][C:18]4=[O:25])=[CH:13][CH:14]=3)[CH:9]=[N:8]2)=[C:4]([C:28]([F:31])([F:30])[F:29])[CH:3]=1, predict the reactants needed to synthesize it. The reactants are: [Cl:1][C:2]1[CH:27]=[CH:26][C:5]([CH2:6][N:7]2[C:15]3[C:10](=[CH:11][C:12]([CH:16]=[C:17]4[S:21][C:20](SCC)=[N:19][C:18]4=[O:25])=[CH:13][CH:14]=3)[CH:9]=[N:8]2)=[C:4]([C:28]([F:31])([F:30])[F:29])[CH:3]=1.[CH3:32][O:33][CH2:34][CH2:35][N:36]1[CH2:41][CH2:40][NH:39][CH2:38][CH2:37]1. (2) Given the product [C:1]([O:5][C:6](=[O:25])[NH:7][CH:8]1[CH2:9][N:10]([C:12]2[C:19]3[C:24](=[CH:23][CH:22]=[CH:21][CH:20]=3)[N:34]=[CH:33][N:32]=2)[CH2:11]1)([CH3:3])([CH3:2])[CH3:4], predict the reactants needed to synthesize it. The reactants are: [C:1]([O:5][C:6](=[O:25])[NH:7][CH:8]1[CH2:11][N:10]([CH:12]([C:19]2[CH:24]=[CH:23][CH:22]=[CH:21][CH:20]=2)C2C=CC=CC=2)[CH2:9]1)([CH3:4])([CH3:3])[CH3:2].C([O-])=O.[NH4+].ClC1C2C(=CC=CC=2)[N:34]=[CH:33][N:32]=1.C(N(C(C)C)CC)(C)C.C([O-])(O)=O.[Na+].